Predict the product of the given reaction. From a dataset of Forward reaction prediction with 1.9M reactions from USPTO patents (1976-2016). (1) Given the reactants O.[NH2:2][NH2:3].[Cl:4][C:5]1[CH:12]=[CH:11][CH:10]=[CH:9][C:6]=1[CH2:7]Br, predict the reaction product. The product is: [Cl:4][C:5]1[CH:12]=[CH:11][CH:10]=[CH:9][C:6]=1[CH2:7][NH:2][NH2:3]. (2) Given the reactants Cl[C:2]1[N:3]=[C:4]([NH:12][C:13]2[CH:18]=[CH:17][CH:16]=[C:15]([Cl:19])[CH:14]=2)[C:5]2[S:10](=[O:11])[CH2:9][CH2:8][C:6]=2[N:7]=1.[N:20]1([C:26]2[CH:36]=[CH:35][C:29]([C:30]([O:32][CH2:33][CH3:34])=[O:31])=[CH:28][CH:27]=2)[CH2:25][CH2:24][NH:23][CH2:22][CH2:21]1.C(N(C(C)C)CC)(C)C.O, predict the reaction product. The product is: [Cl:19][C:15]1[CH:14]=[C:13]([NH:12][C:4]2[C:5]3[S:10](=[O:11])[CH2:9][CH2:8][C:6]=3[N:7]=[C:2]([N:23]3[CH2:22][CH2:21][N:20]([C:26]4[CH:27]=[CH:28][C:29]([C:30]([O:32][CH2:33][CH3:34])=[O:31])=[CH:35][CH:36]=4)[CH2:25][CH2:24]3)[N:3]=2)[CH:18]=[CH:17][CH:16]=1. (3) The product is: [CH2:1]([O:8][CH2:9][CH2:10][NH:15][CH2:14][CH2:12][OH:13])[C:2]1[CH:3]=[CH:4][CH:5]=[CH:6][CH:7]=1. Given the reactants [CH2:1]([O:8][CH2:9][CH:10]=O)[C:2]1[CH:7]=[CH:6][CH:5]=[CH:4][CH:3]=1.[CH2:12]([CH2:14][NH2:15])[OH:13].[BH4-].[Na+], predict the reaction product.